This data is from Full USPTO retrosynthesis dataset with 1.9M reactions from patents (1976-2016). The task is: Predict the reactants needed to synthesize the given product. (1) Given the product [N:1]1[NH:2][N:3]=[N:4][C:5]=1[C:6]1[CH:13]=[CH:12][C:9]([CH:10]2[C:20]([C:14]3[CH:19]=[CH:18][CH:17]=[CH:16][CH:15]=3)=[C:21]([C:23]3[CH:24]=[N:25][CH:26]=[CH:27][CH:28]=3)[NH:32][C:30](=[O:31])[NH:29]2)=[CH:8][CH:7]=1, predict the reactants needed to synthesize it. The reactants are: [N:1]1[NH:2][N:3]=[N:4][C:5]=1[C:6]1[CH:13]=[CH:12][C:9]([CH:10]=O)=[CH:8][CH:7]=1.[C:14]1([CH2:20][C:21]([C:23]2[CH:24]=[N:25][CH:26]=[CH:27][CH:28]=2)=O)[CH:19]=[CH:18][CH:17]=[CH:16][CH:15]=1.[NH2:29][C:30]([NH2:32])=[O:31].Cl. (2) Given the product [Cl:1][C:2]1[CH:7]=[CH:6][CH:5]=[CH:4][C:3]=1[N:8]([CH3:28])[C:9]([C:11]1[S:27][C:14]2[C:15]3[CH:23]=[C:22]([C:24]([NH:26][CH2:29][CH3:31])=[O:25])[CH:21]=[CH:20][C:16]=3[O:17][CH2:18][CH2:19][C:13]=2[CH:12]=1)=[O:10], predict the reactants needed to synthesize it. The reactants are: [Cl:1][C:2]1[CH:7]=[CH:6][CH:5]=[CH:4][C:3]=1[N:8]([CH3:28])[C:9]([C:11]1[S:27][C:14]2[C:15]3[CH:23]=[C:22]([C:24]([NH2:26])=[O:25])[CH:21]=[CH:20][C:16]=3[O:17][CH2:18][CH2:19][C:13]=2[CH:12]=1)=[O:10].[C:29](O)([C:31](F)(F)F)=O.C([SiH](CC)CC)C.C(=O)C. (3) The reactants are: Cl[S:2]([C:5]1[S:6][CH:7]=[CH:8][C:9]=1[C:10]1[CH:15]=[CH:14][C:13]2[O:16][CH2:17][O:18][C:12]=2[CH:11]=1)(=[O:4])=[O:3].[NH2:19][C:20]1[O:24][N:23]=[C:22]([CH3:25])[C:21]=1[Br:26]. Given the product [Br:26][C:21]1[C:22]([CH3:25])=[N:23][O:24][C:20]=1[NH:19][S:2]([C:5]1[S:6][CH:7]=[CH:8][C:9]=1[C:10]1[CH:15]=[CH:14][C:13]2[O:16][CH2:17][O:18][C:12]=2[CH:11]=1)(=[O:4])=[O:3], predict the reactants needed to synthesize it. (4) The reactants are: [CH:1]([C:4]1[C:5](O)=[N:6][CH:7]=[C:8]([N+:10]([O-:12])=[O:11])[CH:9]=1)([CH3:3])[CH3:2].O=P(Cl)(Cl)[Cl:16]. Given the product [Cl:16][C:5]1[C:4]([CH:1]([CH3:3])[CH3:2])=[CH:9][C:8]([N+:10]([O-:12])=[O:11])=[CH:7][N:6]=1, predict the reactants needed to synthesize it. (5) The reactants are: [NH:1]1[C:9]2[C:4](=[CH:5][CH:6]=[CH:7][CH:8]=2)[C:3]([CH2:10][C:11]([O:13][CH3:14])=[O:12])=[CH:2]1.Br[CH2:16][CH2:17][CH2:18][O:19][C:20]1[C:29]2[C:24](=[CH:25][CH:26]=[CH:27][CH:28]=2)[CH:23]=[CH:22][CH:21]=1.C([O-])([O-])=O.[Cs+].[Cs+]. Given the product [C:20]1([O:19][CH2:18][CH2:17][CH2:16][N:1]2[C:9]3[C:4](=[CH:5][CH:6]=[CH:7][CH:8]=3)[C:3]([CH2:10][C:11]([O:13][CH3:14])=[O:12])=[CH:2]2)[C:29]2[C:24](=[CH:25][CH:26]=[CH:27][CH:28]=2)[CH:23]=[CH:22][CH:21]=1, predict the reactants needed to synthesize it.